From a dataset of Reaction yield outcomes from USPTO patents with 853,638 reactions. Predict the reaction yield, written as a fraction of the theoretical maximum amount of product (1.0 means a 100% yield; for example, 0.34 means a 34% yield). (1) The reactants are [NH2:1][C:2]1[CH:3]=[C:4]2[C:9](=[CH:10][C:11]=1[NH:12][CH2:13][CH2:14][N:15]1[CH2:20][CH2:19][O:18][CH2:17][CH2:16]1)[N:8](COCC[Si](C)(C)C)[CH:7]=[C:6]([C:29]#[N:30])[C:5]2=[O:31].N1C=CN=[CH:33]1. The yield is 0.493. The catalyst is C(O)=O. The product is [N:15]1([CH2:14][CH2:13][N:12]2[C:11]3[C:2](=[CH:3][C:4]4[C:5](=[O:31])[C:6]([C:29]#[N:30])=[CH:7][NH:8][C:9]=4[CH:10]=3)[N:1]=[CH:33]2)[CH2:16][CH2:17][O:18][CH2:19][CH2:20]1. (2) The yield is 0.550. The product is [Si:38]([O:45][C:46]1[CH:52]=[CH:35][C:34]([NH:33][C:31]([NH:6][CH2:7][C:8]2[CH:9]=[C:10]3[C:14](=[CH:15][CH:16]=2)[C:13](=[O:17])[N:12]([CH:18]2[CH2:23][CH2:22][C:21](=[O:24])[NH:20][C:19]2=[O:25])[CH2:11]3)=[O:32])=[CH:48][C:47]=1[CH3:53])([C:41]([CH3:42])([CH3:43])[CH3:44])([CH3:40])[CH3:39]. The reactants are CS(O)(=O)=O.[NH2:6][CH2:7][C:8]1[CH:9]=[C:10]2[C:14](=[CH:15][CH:16]=1)[C:13](=[O:17])[N:12]([CH:18]1[CH2:23][CH2:22][C:21](=[O:24])[NH:20][C:19]1=[O:25])[CH2:11]2.C1N=CN([C:31]([N:33]2C=N[CH:35]=[CH:34]2)=[O:32])C=1.[Si:38]([O:45][C:46]1[CH:52]=CC(N)=[CH:48][C:47]=1[CH3:53])([C:41]([CH3:44])([CH3:43])[CH3:42])([CH3:40])[CH3:39]. The catalyst is CN(C=O)C. (3) The reactants are [N+:1]([C:4]1[CH:14]=[CH:13][CH:12]=[C:11]2[C:5]=1[CH:6]=[CH:7][O:8][C:9]2=O)([O-:3])=[O:2].[NH3:15]. The catalyst is C(O)C. The product is [N+:1]([C:4]1[CH:14]=[CH:13][CH:12]=[C:11]2[C:5]=1[CH:6]=[CH:7][NH:15][C:9]2=[O:8])([O-:3])=[O:2]. The yield is 0.797. (4) The reactants are [CH2:1]([O:3][C:4](=[O:22])[C:5]1[CH:10]=[CH:9][CH:8]=[C:7]([O:11][C:12]2[CH:17]=[CH:16][C:15]([Cl:18])=[CH:14][C:13]=2[N+:19]([O-])=O)[CH:6]=1)[CH3:2].Cl[Sn]Cl. No catalyst specified. The product is [CH2:1]([O:3][C:4](=[O:22])[C:5]1[CH:10]=[CH:9][CH:8]=[C:7]([O:11][C:12]2[CH:17]=[CH:16][C:15]([Cl:18])=[CH:14][C:13]=2[NH2:19])[CH:6]=1)[CH3:2]. The yield is 0.730. (5) The reactants are [Si:1]([O:8][C@@H:9]1[C@@H:14]([CH3:15])[CH2:13][NH:12][CH2:11][C@H:10]1[NH:16][C:17](=[O:23])[O:18][C:19]([CH3:22])([CH3:21])[CH3:20])([C:4]([CH3:7])([CH3:6])[CH3:5])([CH3:3])[CH3:2].Cl[C:25]1[CH:30]=[CH:29][N:28]=[CH:27][C:26]=1[N+:31]([O-:33])=[O:32].CCN(C(C)C)C(C)C. The catalyst is CC(O)C. The product is [N+:31]([C:26]1[CH:27]=[N:28][CH:29]=[CH:30][C:25]=1[N:12]1[CH2:13][C@H:14]([CH3:15])[C@@H:9]([O:8][Si:1]([C:4]([CH3:7])([CH3:5])[CH3:6])([CH3:3])[CH3:2])[C@H:10]([NH:16][C:17](=[O:23])[O:18][C:19]([CH3:22])([CH3:21])[CH3:20])[CH2:11]1)([O-:33])=[O:32]. The yield is 0.460. (6) The reactants are [CH3:1][O:2][CH2:3][C:4](O)=O.S(O)(O)(=O)=O.[NH2:12][NH:13][C:14]([NH2:16])=[NH:15].C(=O)([O-])O.[Na+]. The catalyst is ClC1C=CC(Cl)=CC=1Cl. The product is [CH3:1][O:2][CH2:3][C:4]1[NH:15][C:14]([NH2:16])=[N:13][N:12]=1. The yield is 0.750. (7) The reactants are C(OC([N:8]1[CH2:13][CH:12]2[CH:10]([CH:11]2[NH:14][C:15](=[O:43])[C:16]2[CH:21]=[CH:20][C:19]([CH2:22][N:23]([S:31]([C:34]3[CH:39]=[CH:38][C:37]([O:40][CH2:41][CH3:42])=[CH:36][CH:35]=3)(=[O:33])=[O:32])[CH2:24][C:25]3[CH:30]=[CH:29][CH:28]=[CH:27][N:26]=3)=[CH:18][CH:17]=2)[CH2:9]1)=O)(C)(C)C. The catalyst is Cl.O1CCOCC1. The product is [CH:10]12[CH:11]([NH:14][C:15](=[O:43])[C:16]3[CH:21]=[CH:20][C:19]([CH2:22][N:23]([S:31]([C:34]4[CH:35]=[CH:36][C:37]([O:40][CH2:41][CH3:42])=[CH:38][CH:39]=4)(=[O:33])=[O:32])[CH2:24][C:25]4[CH:30]=[CH:29][CH:28]=[CH:27][N:26]=4)=[CH:18][CH:17]=3)[CH:12]1[CH2:13][NH:8][CH2:9]2. The yield is 0.970. (8) The reactants are [CH3:1][Si:2]([CH3:23])([CH3:22])[C:3]1[C:16]2[S:15](=O)[C:14]3[C:9](=[CH:10][CH:11]=[CH:12][C:13]=3[Si:18]([CH3:21])([CH3:20])[CH3:19])[S:8][C:7]=2[CH:6]=[CH:5][CH:4]=1.C(Cl)(=O)C. The catalyst is CC(C)=O. The product is [CH3:1][Si:2]([CH3:23])([CH3:22])[C:3]1[C:16]2[S:15][C:14]3[C:9](=[CH:10][CH:11]=[CH:12][C:13]=3[Si:18]([CH3:21])([CH3:20])[CH3:19])[S:8][C:7]=2[CH:6]=[CH:5][CH:4]=1. The yield is 0.860. (9) The reactants are Cl[C:2]1[CH:10]=[CH:9][C:8]([N+:11]([O-:13])=[O:12])=[CH:7][C:3]=1[C:4]([OH:6])=[O:5].[C:14]1([NH2:21])[CH:19]=[CH:18][C:17]([NH2:20])=[CH:16][CH:15]=1.C(=O)([O-])[O-].[K+].[K+]. The catalyst is [Cu].O. The product is [NH2:20][C:17]1[CH:18]=[CH:19][C:14]([NH:21][C:2]2[CH:10]=[CH:9][C:8]([N+:11]([O-:13])=[O:12])=[CH:7][C:3]=2[C:4]([OH:6])=[O:5])=[CH:15][CH:16]=1. The yield is 0.640.